This data is from Forward reaction prediction with 1.9M reactions from USPTO patents (1976-2016). The task is: Predict the product of the given reaction. (1) Given the reactants [O:1]1[CH2:6][CH2:5][CH:4]([NH:7][NH:8][C:9]([O:11][C:12]([CH3:15])([CH3:14])[CH3:13])=[O:10])[CH2:3][CH2:2]1.[Cl:16][C:17]1[N:22]=[C:21](Cl)[C:20]([Cl:24])=[CH:19][N:18]=1.CCN(C(C)C)C(C)C, predict the reaction product. The product is: [Cl:16][C:17]1[N:22]=[C:21]([N:7]([CH:4]2[CH2:3][CH2:2][O:1][CH2:6][CH2:5]2)[NH:8][C:9]([O:11][C:12]([CH3:15])([CH3:14])[CH3:13])=[O:10])[C:20]([Cl:24])=[CH:19][N:18]=1. (2) Given the reactants Br[C:2]1[CH:3]=[C:4]([N:12]2[CH:16]=[CH:15][N:14]=[CH:13]2)[CH:5]=[C:6]([C:8]([CH3:11])([CH3:10])[CH3:9])[CH:7]=1.[C:17]([C:21]1[CH:26]=[CH:25][N:24]=[C:23]([N:27]2[C:39]3[CH:38]=[C:37]([OH:40])[CH:36]=[CH:35][C:34]=3[C:33]3[C:28]2=[CH:29][CH:30]=[CH:31][CH:32]=3)[CH:22]=1)([CH3:20])([CH3:19])[CH3:18].N1C=CC=CC=1C(O)=O.[O-]P([O-])([O-])=O.[K+].[K+].[K+], predict the reaction product. The product is: [C:8]([C:6]1[CH:7]=[C:2]([CH:3]=[C:4]([N:12]2[CH:16]=[CH:15][N:14]=[CH:13]2)[CH:5]=1)[O:40][C:37]1[CH:36]=[CH:35][C:34]2[C:33]3[C:28](=[CH:29][CH:30]=[CH:31][CH:32]=3)[N:27]([C:23]3[CH:22]=[C:21]([C:17]([CH3:20])([CH3:19])[CH3:18])[CH:26]=[CH:25][N:24]=3)[C:39]=2[CH:38]=1)([CH3:11])([CH3:10])[CH3:9].